Dataset: Reaction yield outcomes from USPTO patents with 853,638 reactions. Task: Predict the reaction yield, written as a fraction of the theoretical maximum amount of product (1.0 means a 100% yield; for example, 0.34 means a 34% yield). (1) The reactants are Cl[CH2:2][C:3]1([C:14]([O:16][CH2:17][CH3:18])=[O:15])[CH2:6][N:5]([C:7]([O:9][C:10]([CH3:13])([CH3:12])[CH3:11])=[O:8])[CH2:4]1.[I-:19].[Na+].S([O-])([O-])(=O)=S.[Na+].[Na+]. The catalyst is C(#N)C.O. The product is [I:19][CH2:2][C:3]1([C:14]([O:16][CH2:17][CH3:18])=[O:15])[CH2:6][N:5]([C:7]([O:9][C:10]([CH3:13])([CH3:12])[CH3:11])=[O:8])[CH2:4]1. The yield is 1.00. (2) The reactants are [CH2:1]([O:3][C:4]([C:6]1[C:15](=[O:16])[C:14]2[C:9](=[CH:10][C:11](Cl)=[C:12]([O:17][CH3:18])[N:13]=2)[N:8]([C@H:20]([C:24]([CH3:32])([CH3:31])[O:25][SiH2:26][C:27]([CH3:30])([CH3:29])[CH3:28])[CH:21]([CH3:23])[CH3:22])[CH:7]=1)=[O:5])[CH3:2].[Br-].[F:34][C:35]1[C:42]([Cl:43])=[CH:41][CH:40]=[CH:39][C:36]=1[CH2:37][Zn+].Cl. The catalyst is O1CCCC1.Cl[Pd](Cl)([P](C1C=CC=CC=1)(C1C=CC=CC=1)C1C=CC=CC=1)[P](C1C=CC=CC=1)(C1C=CC=CC=1)C1C=CC=CC=1. The product is [CH2:1]([O:3][C:4]([C:6]1[C:15](=[O:16])[C:14]2[C:9](=[CH:10][C:11]([CH2:37][C:36]3[CH:39]=[CH:40][CH:41]=[C:42]([Cl:43])[C:35]=3[F:34])=[C:12]([O:17][CH3:18])[N:13]=2)[N:8]([C@H:20]([C:24]([CH3:32])([CH3:31])[O:25][SiH2:26][C:27]([CH3:30])([CH3:28])[CH3:29])[CH:21]([CH3:23])[CH3:22])[CH:7]=1)=[O:5])[CH3:2]. The yield is 0.700. (3) The reactants are [CH2:1]([O:8][C:9]([NH:11][C@@H:12]([CH:16]1[CH2:18][CH2:17]1)[C:13](O)=[O:14])=[O:10])[C:2]1[CH:7]=[CH:6][CH:5]=[CH:4][CH:3]=1.Cl. The catalyst is C1COCC1. The product is [CH2:1]([O:8][C:9](=[O:10])[NH:11][C@@H:12]([CH:16]1[CH2:18][CH2:17]1)[CH2:13][OH:14])[C:2]1[CH:7]=[CH:6][CH:5]=[CH:4][CH:3]=1. The yield is 0.500. (4) The reactants are [CH3:1][O:2][C:3]1[C:12]2CC[CH2:9][CH2:8][C:7]=2[CH:6]=[CH:5][C:4]=1[CH:13]1[CH2:18][CH2:17][N:16]([C:19](=[O:21])[CH3:20])[CH2:15][CH2:14]1.[CH2:22](I)C. No catalyst specified. The product is [CH2:1]([O:2][C:3]1[CH:12]=[C:7]([CH2:8][CH3:9])[CH:6]=[CH:5][C:4]=1[CH:13]1[CH2:18][CH2:17][N:16]([C:19](=[O:21])[CH3:20])[CH2:15][CH2:14]1)[CH3:22]. The yield is 1.00. (5) The reactants are Cl[C:2](OC(Cl)(Cl)Cl)=[O:3].[Cl:9][C:10]1[CH:15]=[CH:14][C:13]([O:16][C:17]2[CH:21]=[C:20]([CH3:22])[NH:19][N:18]=2)=[C:12]([C:23]([F:26])([F:25])[F:24])[CH:11]=1.C(N(CC)CC)C.[CH2:34]([NH2:40])[CH:35]1[O:39][CH2:38][CH2:37][CH2:36]1.Cl. The catalyst is C(OCC)(=O)C. The product is [CH2:34]([NH:40][C:2]([N:19]1[C:20]([CH3:22])=[CH:21][C:17]([O:16][C:13]2[CH:14]=[CH:15][C:10]([Cl:9])=[CH:11][C:12]=2[C:23]([F:25])([F:24])[F:26])=[N:18]1)=[O:3])[CH:35]1[O:39][CH2:38][CH2:37][CH2:36]1. The yield is 0.489. (6) The reactants are [Cl:1][C:2]1[CH:7]=[CH:6][C:5]([Cl:8])=[CH:4][C:3]=1[SH:9].[CH2:10](Cl)[C:11]#[CH:12].C(=O)([O-])[O-].[K+].[K+]. The catalyst is CC(C)=O. The product is [Cl:1][C:2]1[CH:7]=[CH:6][C:5]([Cl:8])=[CH:4][C:3]=1[S:9][CH2:12][C:11]#[CH:10]. The yield is 0.720. (7) The reactants are [NH2:1][C:2]1[CH:3]=[C:4]([CH:14]=[CH:15][CH:16]=1)[CH2:5][NH:6][C:7](=[O:13])[O:8][C:9]([CH3:12])([CH3:11])[CH3:10].[CH2:17](Br)[C:18]1[CH:23]=[CH:22][CH:21]=[CH:20][CH:19]=1.CCN(CC)CC. The catalyst is CN(C=O)C.O. The product is [CH2:17]([NH:1][C:2]1[CH:3]=[C:4]([CH:14]=[CH:15][CH:16]=1)[CH2:5][NH:6][C:7](=[O:13])[O:8][C:9]([CH3:12])([CH3:11])[CH3:10])[C:18]1[CH:23]=[CH:22][CH:21]=[CH:20][CH:19]=1. The yield is 0.300. (8) The reactants are [Cl:1][C:2]1[CH:9]=[CH:8][C:5]([C:6]#[N:7])=[CH:4][CH:3]=1.[H][H]. The catalyst is N.CO. The product is [Cl:1][C:2]1[CH:9]=[CH:8][C:5]([CH2:6][NH2:7])=[CH:4][CH:3]=1. The yield is 0.910. (9) The catalyst is C1(C)C=CC=CC=1.C1C=CC([P]([Pd]([P](C2C=CC=CC=2)(C2C=CC=CC=2)C2C=CC=CC=2)([P](C2C=CC=CC=2)(C2C=CC=CC=2)C2C=CC=CC=2)[P](C2C=CC=CC=2)(C2C=CC=CC=2)C2C=CC=CC=2)(C2C=CC=CC=2)C2C=CC=CC=2)=CC=1.C(OCC)(=O)C. The reactants are [CH3:1][O:2][CH2:3][O:4][C:5]1[CH:10]=[CH:9][C:8](B(O)O)=[CH:7][CH:6]=1.[Cl:14][C:15]1[N:20]=[C:19](Cl)[N:18]=[C:17]([O:22][CH3:23])[N:16]=1.C(=O)([O-])[O-].[Na+].[Na+].O. The yield is 0.840. The product is [Cl:14][C:15]1[N:16]=[C:17]([O:22][CH3:23])[N:18]=[C:19]([C:8]2[CH:9]=[CH:10][C:5]([O:4][CH2:3][O:2][CH3:1])=[CH:6][CH:7]=2)[N:20]=1. (10) The reactants are Cl[C:2]1[C:11]([C:12]#[N:13])=[CH:10][C:9]2[C:8](=[O:14])[CH2:7][CH2:6][CH2:5][C:4]=2[N:3]=1.[CH:15]1([NH2:21])[CH2:20][CH2:19][CH2:18][CH2:17][CH2:16]1.C(N(CC)CC)C.O. The catalyst is C(O)C. The product is [CH:15]1([NH:21][C:2]2[C:11]([C:12]#[N:13])=[CH:10][C:9]3[C:8](=[O:14])[CH2:7][CH2:6][CH2:5][C:4]=3[N:3]=2)[CH2:20][CH2:19][CH2:18][CH2:17][CH2:16]1. The yield is 0.590.